This data is from NCI-60 drug combinations with 297,098 pairs across 59 cell lines. The task is: Regression. Given two drug SMILES strings and cell line genomic features, predict the synergy score measuring deviation from expected non-interaction effect. (1) Drug 1: CC1C(C(CC(O1)OC2CC(CC3=C2C(=C4C(=C3O)C(=O)C5=C(C4=O)C(=CC=C5)OC)O)(C(=O)C)O)N)O.Cl. Drug 2: C(=O)(N)NO. Cell line: KM12. Synergy scores: CSS=8.78, Synergy_ZIP=-5.39, Synergy_Bliss=-13.2, Synergy_Loewe=-23.1, Synergy_HSA=-11.1. (2) Synergy scores: CSS=70.9, Synergy_ZIP=0.753, Synergy_Bliss=3.25, Synergy_Loewe=-23.5, Synergy_HSA=3.38. Cell line: SR. Drug 2: C(=O)(N)NO. Drug 1: C1CN1P(=S)(N2CC2)N3CC3. (3) Drug 1: CC1=C(C(=O)C2=C(C1=O)N3CC4C(C3(C2COC(=O)N)OC)N4)N. Drug 2: C1CCC(C(C1)N)N.C(=O)(C(=O)[O-])[O-].[Pt+4]. Cell line: SK-MEL-2. Synergy scores: CSS=18.9, Synergy_ZIP=6.20, Synergy_Bliss=6.89, Synergy_Loewe=0.996, Synergy_HSA=1.28. (4) Drug 1: CC12CCC(CC1=CCC3C2CCC4(C3CC=C4C5=CN=CC=C5)C)O. Drug 2: C1CN1P(=S)(N2CC2)N3CC3. Cell line: SNB-19. Synergy scores: CSS=19.2, Synergy_ZIP=-4.58, Synergy_Bliss=1.40, Synergy_Loewe=-2.82, Synergy_HSA=1.65. (5) Drug 1: CNC(=O)C1=CC=CC=C1SC2=CC3=C(C=C2)C(=NN3)C=CC4=CC=CC=N4. Drug 2: C1C(C(OC1N2C=C(C(=O)NC2=O)F)CO)O. Cell line: HOP-62. Synergy scores: CSS=51.8, Synergy_ZIP=12.3, Synergy_Bliss=9.47, Synergy_Loewe=-11.9, Synergy_HSA=7.75.